Dataset: Full USPTO retrosynthesis dataset with 1.9M reactions from patents (1976-2016). Task: Predict the reactants needed to synthesize the given product. Given the product [OH:37][CH:34]([CH2:35][OH:36])[CH2:33][NH:32][C:22]([C:9]1[C:10]2[CH2:11][CH2:12][CH:13]([C:16]3[CH:21]=[CH:20][CH:19]=[CH:18][CH:17]=3)[O:14][C:15]=2[C:4]2[N:3]=[C:2]([CH3:1])[N:6]([CH3:7])[C:5]=2[CH:8]=1)=[O:24], predict the reactants needed to synthesize it. The reactants are: [CH3:1][C:2]1[N:6]([CH3:7])[C:5]2[CH:8]=[C:9]([C:22]([OH:24])=O)[C:10]3[CH2:11][CH2:12][CH:13]([C:16]4[CH:21]=[CH:20][CH:19]=[CH:18][CH:17]=4)[O:14][C:15]=3[C:4]=2[N:3]=1.C(N(CC)CC)C.[NH2:32][CH2:33][CH:34]([OH:37])[CH2:35][OH:36].O.